This data is from Forward reaction prediction with 1.9M reactions from USPTO patents (1976-2016). The task is: Predict the product of the given reaction. (1) Given the reactants [CH2:1]([CH:3]([CH2:6][CH2:7][CH2:8][CH3:9])[CH:4]=[O:5])[CH3:2].[CH2:10]([OH:17])[C:11]([NH2:16])([CH2:14]O)[CH2:12][OH:13].C1(C)C=CC=CC=1, predict the reaction product. The product is: [CH2:1]([CH:3]([CH:4]1[NH:16][C:11]([CH2:12][OH:13])([CH2:10][OH:17])[CH2:14][O:5]1)[CH2:6][CH2:7][CH2:8][CH3:9])[CH3:2]. (2) Given the reactants [OH-].[Na+:2].[CH3:3][C:4]1[N:8]([CH2:9][CH2:10][C:11]2[CH:16]=[CH:15][C:14]([O:17][CH2:18][CH2:19][CH2:20][CH2:21][CH2:22][CH2:23][CH2:24][CH2:25][CH2:26][CH2:27][CH3:28])=[CH:13][CH:12]=2)[C:7]([C:29]2[CH:46]=[CH:45][C:32]([O:33][C@H:34]([CH2:38][C:39]3[CH:44]=[CH:43][CH:42]=[CH:41][CH:40]=3)[C:35]([OH:37])=[O:36])=[CH:31][CH:30]=2)=[CH:6][CH:5]=1, predict the reaction product. The product is: [CH3:3][C:4]1[N:8]([CH2:9][CH2:10][C:11]2[CH:12]=[CH:13][C:14]([O:17][CH2:18][CH2:19][CH2:20][CH2:21][CH2:22][CH2:23][CH2:24][CH2:25][CH2:26][CH2:27][CH3:28])=[CH:15][CH:16]=2)[C:7]([C:29]2[CH:46]=[CH:45][C:32]([O:33][C@H:34]([CH2:38][C:39]3[CH:40]=[CH:41][CH:42]=[CH:43][CH:44]=3)[C:35]([O-:37])=[O:36])=[CH:31][CH:30]=2)=[CH:6][CH:5]=1.[Na+:2]. (3) Given the reactants [CH3:1][C:2]([CH3:7])([CH3:6])[C:3]([NH2:5])=[O:4].C(Cl)(=O)[C:9](Cl)=[O:10].[NH2:14][C:15]1[N:20]=[CH:19][C:18]([O:21][C:22]2[CH:27]=[CH:26][N:25]=[C:24]([C:28]3[CH:29]=[N:30][C:31]([N:34]([CH3:42])[C:35](=[O:41])[O:36][C:37]([CH3:40])([CH3:39])[CH3:38])=[CH:32][CH:33]=3)[CH:23]=2)=[CH:17][CH:16]=1, predict the reaction product. The product is: [CH3:42][N:34]([C:31]1[N:30]=[CH:29][C:28]([C:24]2[CH:23]=[C:22]([O:21][C:18]3[CH:19]=[N:20][C:15]([NH:14][C:9]([NH:5][C:3](=[O:4])[C:2]([CH3:7])([CH3:6])[CH3:1])=[O:10])=[CH:16][CH:17]=3)[CH:27]=[CH:26][N:25]=2)=[CH:33][CH:32]=1)[C:35](=[O:41])[O:36][C:37]([CH3:38])([CH3:39])[CH3:40]. (4) The product is: [Cl:5][C:6]1[C:7]([N:13]2[CH:17]([C:18]([O:20][CH2:21][CH3:22])=[O:19])[CH2:16][C:15](=[O:23])[NH:14]2)=[N:8][CH:9]=[C:10]([Cl:12])[CH:11]=1. Given the reactants [O-]CC.[Na+].[Cl:5][C:6]1[C:7]([NH:13][NH2:14])=[N:8][CH:9]=[C:10]([Cl:12])[CH:11]=1.[C:15](OCC)(=[O:23])/[CH:16]=[CH:17]\[C:18]([O:20][CH2:21][CH3:22])=[O:19].C(O)(=O)C, predict the reaction product. (5) Given the reactants [C:1]([C:3]1[CH:8]=[C:7]([O:9][CH2:10][CH:11]2[CH2:16][CH2:15][N:14]([CH2:17][C:18]([F:21])([CH3:20])[CH3:19])[CH2:13][CH2:12]2)[CH:6]=[CH:5][C:4]=1[C:22]1[CH:27]=[CH:26][C:25]([C:28]([O:30]CC)=[O:29])=[C:24]([F:33])[CH:23]=1)#[N:2].O[Li].O, predict the reaction product. The product is: [C:1]([C:3]1[CH:8]=[C:7]([O:9][CH2:10][CH:11]2[CH2:16][CH2:15][N:14]([CH2:17][C:18]([F:21])([CH3:20])[CH3:19])[CH2:13][CH2:12]2)[CH:6]=[CH:5][C:4]=1[C:22]1[CH:27]=[CH:26][C:25]([C:28]([OH:30])=[O:29])=[C:24]([F:33])[CH:23]=1)#[N:2]. (6) Given the reactants [Cl:1][C:2]1[C:6]([Cl:7])=[C:5]([CH3:8])[NH:4][C:3]=1[C:9]([NH:11][CH:12]1[CH2:17][CH2:16][N:15]([C:18]2[N:23]=[C:22]([O:24][CH2:25][CH:26]3[CH2:30][O:29]C(C)(C)[O:27]3)[N:21]=[C:20]([C:33]([NH:35][O:36][CH3:37])=[O:34])[CH:19]=2)[CH2:14][CH2:13]1)=[O:10].C(O)(C(F)(F)F)=O.[OH-].[NH4+], predict the reaction product. The product is: [Cl:1][C:2]1[C:6]([Cl:7])=[C:5]([CH3:8])[NH:4][C:3]=1[C:9]([NH:11][CH:12]1[CH2:13][CH2:14][N:15]([C:18]2[N:23]=[C:22]([O:24][CH2:25][CH:26]([OH:27])[CH2:30][OH:29])[N:21]=[C:20]([C:33]([NH:35][O:36][CH3:37])=[O:34])[CH:19]=2)[CH2:16][CH2:17]1)=[O:10]. (7) Given the reactants [CH3:1][N:2]1[CH2:7][CH2:6][CH2:5][CH:4]([CH2:8][O:9][C:10]2[CH:15]=[CH:14][C:13]([NH2:16])=[CH:12][CH:11]=2)[CH2:3]1.O[CH:18]=[C:19]1[C:27]2[C:22](=[CH:23][CH:24]=[CH:25][CH:26]=2)[NH:21][C:20]1=[O:28], predict the reaction product. The product is: [CH3:1][N:2]1[CH2:7][CH2:6][CH2:5][CH:4]([CH2:8][O:9][C:10]2[CH:11]=[CH:12][C:13]([NH:16][CH:18]=[C:19]3[C:27]4[C:22](=[CH:23][CH:24]=[CH:25][CH:26]=4)[NH:21][C:20]3=[O:28])=[CH:14][CH:15]=2)[CH2:3]1. (8) Given the reactants C(OC([N:8]1[CH2:13][CH2:12][C:11]([C:38]2[CH:43]=[CH:42][C:41]([Cl:44])=[CH:40][CH:39]=2)([CH2:14][NH:15][C:16]2[CH:25]=[C:24]3[C:19]([C:20](=[O:37])[N:21](CC4C=CC(OC)=CC=4OC)[CH:22]=[N:23]3)=[CH:18][CH:17]=2)[CH2:10][CH2:9]1)=O)(C)(C)C.O.FC(F)(F)C(O)=O, predict the reaction product. The product is: [Cl:44][C:41]1[CH:42]=[CH:43][C:38]([C:11]2([CH2:14][NH:15][C:16]3[CH:25]=[C:24]4[C:19]([C:20](=[O:37])[NH:21][CH:22]=[N:23]4)=[CH:18][CH:17]=3)[CH2:12][CH2:13][NH:8][CH2:9][CH2:10]2)=[CH:39][CH:40]=1. (9) Given the reactants [OH:1][C:2]1[CH:7]=[CH:6][C:5]([C:8]2[CH:13]=[CH:12][C:11]([CH2:14][C:15]([O:17]C)=[O:16])=[CH:10][C:9]=2[N+:19]([O-:21])=[O:20])=[CH:4][CH:3]=1.Br[CH2:23][C:24]1[C:29]([C:30]([O:32][C:33]([CH3:36])([CH3:35])[CH3:34])=[O:31])=[C:28]([O:37]C(OC(C)(C)C)=O)[C:27]([C:45]([F:48])([F:47])[F:46])=[CH:26][CH:25]=1, predict the reaction product. The product is: [C:33]([O:32][C:30]([C:29]1[C:28]([OH:37])=[C:27]([C:45]([F:46])([F:47])[F:48])[CH:26]=[CH:25][C:24]=1[CH2:23][O:1][C:2]1[CH:7]=[CH:6][C:5]([C:8]2[CH:13]=[CH:12][C:11]([CH2:14][C:15]([OH:17])=[O:16])=[CH:10][C:9]=2[N+:19]([O-:21])=[O:20])=[CH:4][CH:3]=1)=[O:31])([CH3:36])([CH3:34])[CH3:35].